Dataset: Catalyst prediction with 721,799 reactions and 888 catalyst types from USPTO. Task: Predict which catalyst facilitates the given reaction. Reactant: [C:1]([O:5][C:6](=[O:23])[NH:7][C:8]1[CH:13]=[CH:12][CH:11]=[C:10]([O:14][C:15]2[CH:20]=[C:19]([C:21]#[N:22])[N:18]=[CH:17][N:16]=2)[CH:9]=1)([CH3:4])([CH3:3])[CH3:2].[N-:24]=[N+:25]=[N-:26].[Na+].[Cl-].[NH4+]. Product: [NH:24]1[C:21]([C:19]2[N:18]=[CH:17][N:16]=[C:15]([O:14][C:10]3[CH:9]=[C:8]([NH:7][C:6](=[O:23])[O:5][C:1]([CH3:4])([CH3:2])[CH3:3])[CH:13]=[CH:12][CH:11]=3)[CH:20]=2)=[N:22][N:26]=[N:25]1. The catalyst class is: 57.